This data is from Reaction yield outcomes from USPTO patents with 853,638 reactions. The task is: Predict the reaction yield, written as a fraction of the theoretical maximum amount of product (1.0 means a 100% yield; for example, 0.34 means a 34% yield). (1) The reactants are [N+:1]([CH:3](S(C1C=CC(C)=CC=1)(=O)=O)[CH2:4][CH2:5][CH2:6][CH3:7])#[C-:2].[C:18]([O:22][CH2:23][CH3:24])(=[O:21])[CH:19]=[CH2:20].CC(C)([O-])C.[K+]. The catalyst is O1CCCC1.O. The product is [CH2:4]([C:3]1[NH:1][CH:2]=[C:19]([C:18]([O:22][CH2:23][CH3:24])=[O:21])[CH:20]=1)[CH2:5][CH2:6][CH3:7]. The yield is 0.780. (2) The reactants are [N:1]1[CH:6]=[CH:5][CH:4]=[CH:3][C:2]=1[C:7]1[N:11]=[C:10]([C:12]2[CH:17]=[C:16]([OH:18])[CH:15]=[C:14]([C:19]#[N:20])[CH:13]=2)[O:9][N:8]=1.[C:21](=O)([O-])[O-].[K+].[K+].Cl.[CH3:28][N:29]([CH3:34])[CH:30](C)[CH2:31]Cl. The catalyst is CN(C)C=O. The product is [N:1]1[CH:6]=[CH:5][CH:4]=[CH:3][C:2]=1[C:7]1[N:11]=[C:10]([C:12]2[CH:17]=[C:16]([O:18][CH2:21][CH2:31][CH2:30][N:29]([CH3:34])[CH3:28])[CH:15]=[C:14]([C:19]#[N:20])[CH:13]=2)[O:9][N:8]=1. The yield is 0.240. (3) The reactants are [Br:1][CH2:2][C:3]([O:5][CH2:6][CH3:7])=[O:4].[CH3:8][S:9][CH3:10]. The catalyst is CC(C)=O. The product is [Br-:1].[CH2:6]([O:5][C:3]([CH2:2][S+:9]([CH3:10])[CH3:8])=[O:4])[CH3:7]. The yield is 0.834. (4) The reactants are [C:1]12(O)[CH2:10][CH:5]3[CH2:6][CH:7]([CH2:9][C:3](O)([CH2:4]3)[CH2:2]1)[CH2:8]2.[C:13]1([CH3:20])[C:18]([OH:19])=[CH:17][CH:16]=[CH:15][CH:14]=1.O.[C:22]1([CH3:32])[CH:27]=[CH:26][C:25](S(O)(=O)=O)=[CH:24][CH:23]=1.P(=O)(O)(O)[OH:34].[OH-].[Na+]. The catalyst is C1(C)C=CC=CC=1. The product is [OH:19][C:18]1[CH:17]=[CH:16][C:15]([C:1]23[CH2:10][CH:5]4[CH2:6][CH:7]([CH2:9][C:3]([C:24]5[CH:25]=[CH:26][C:27]([OH:34])=[C:22]([CH3:32])[CH:23]=5)([CH2:4]4)[CH2:2]2)[CH2:8]3)=[CH:14][C:13]=1[CH3:20]. The yield is 0.800. (5) The reactants are [Cl:1][C:2]1[CH:7]=[C:6]([Cl:8])[CH:5]=[CH:4][C:3]=1[C:9]1[C:17]2[O:16][CH:15]([CH2:18][NH:19]C(=O)OCC3C=CC=CC=3)[CH2:14][C:13]=2[CH:12]=[CH:11][CH:10]=1.I[Si](C)(C)C. No catalyst specified. The product is [Cl:1][C:2]1[CH:7]=[C:6]([Cl:8])[CH:5]=[CH:4][C:3]=1[C:9]1[C:17]2[O:16][CH:15]([CH2:18][NH2:19])[CH2:14][C:13]=2[CH:12]=[CH:11][CH:10]=1. The yield is 0.820. (6) The reactants are [F:1][C:2]([F:30])([F:29])[O:3][C:4]1[CH:9]=[CH:8][C:7]([S:10]([NH:13][C:14]2[CH:15]=[C:16]3[O:23][CH2:22][CH:21]([NH:24][C:25](=O)[CH2:26][CH3:27])[CH2:20][C:17]3=[N:18][CH:19]=2)(=[O:12])=[O:11])=[CH:6][CH:5]=1.B.C1COCC1. The catalyst is C1COCC1. The product is [CH2:25]([NH:24][CH:21]1[CH2:22][O:23][C:16]2[C:17](=[N:18][CH:19]=[C:14]([NH:13][S:10]([C:7]3[CH:8]=[CH:9][C:4]([O:3][C:2]([F:29])([F:1])[F:30])=[CH:5][CH:6]=3)(=[O:12])=[O:11])[CH:15]=2)[CH2:20]1)[CH2:26][CH3:27]. The yield is 0.780. (7) The reactants are [C:1](N)(=[O:3])[CH3:2].C=O.O.[NH:8]([CH2:13][C:14]([OH:16])=[O:15])[CH2:9][C:10]([OH:12])=[O:11].C(NCC(O)=O)(=O)C. The catalyst is COCCOC. The product is [C:1]([N:8]([CH2:13][C:14]([OH:16])=[O:15])[CH2:9][C:10]([OH:12])=[O:11])(=[O:3])[CH3:2]. The yield is 0.890. (8) The reactants are C(O)(C(F)(F)F)=O.C(OC([N:15]1[CH2:20][C@@H:19]2[CH2:21][C@H:16]1[CH2:17][N:18]2[S:22]([CH3:25])(=[O:24])=[O:23])=O)(C)(C)C. The catalyst is C(Cl)Cl. The product is [CH3:25][S:22]([N:18]1[CH2:17][C@@H:16]2[CH2:21][C@H:19]1[CH2:20][NH:15]2)(=[O:23])=[O:24]. The yield is 0.960. (9) The reactants are [Cl:1][C:2]1[CH:7]=[C:6](Cl)[N:5]=[N:4][C:3]=1[O:9][C:10]1[CH:15]=[CH:14][CH:13]=[CH:12][C:11]=1[CH3:16].C(O)(=[O:19])C.C([O-])(=O)C.[K+]. The catalyst is O. The product is [Cl:1][C:2]1[CH:7]=[C:6]([OH:19])[N:5]=[N:4][C:3]=1[O:9][C:10]1[CH:15]=[CH:14][CH:13]=[CH:12][C:11]=1[CH3:16]. The yield is 0.859.